From a dataset of Catalyst prediction with 721,799 reactions and 888 catalyst types from USPTO. Predict which catalyst facilitates the given reaction. (1) Reactant: [CH3:1][C:2]1[N:7]([CH3:8])[N:6]([C:9]2[CH:10]=[CH:11][CH:12]=[CH:13][CH:14]=2)[C:4](=[O:5])[CH:3]=1.[Cl:15]N1C(=O)CCC1=O.C(OCC)(=O)C. Product: [Cl:15][C:3]1[C:4](=[O:5])[N:6]([C:9]2[CH:14]=[CH:13][CH:12]=[CH:11][CH:10]=2)[N:7]([CH3:8])[C:2]=1[CH3:1]. The catalyst class is: 2. (2) Reactant: [CH3:1][O:2][C:3](=[O:32])[C:4]1[CH:19]=[CH:18][C:7]([C:8]([O:10]CC2C=CC=CC=2)=[O:9])=[CH:6][C:5]=1[NH:20][C:21]1[C:30]2[C:25](=[CH:26][CH:27]=[C:28]([OH:31])[CH:29]=2)[CH:24]=[CH:23][CH:22]=1.[H][H]. Product: [CH3:1][O:2][C:3](=[O:32])[C:4]1[CH:19]=[CH:18][C:7]([C:8]([OH:10])=[O:9])=[CH:6][C:5]=1[NH:20][C:21]1[C:30]2[C:25](=[CH:26][CH:27]=[C:28]([OH:31])[CH:29]=2)[CH:24]=[CH:23][CH:22]=1. The catalyst class is: 505. (3) Reactant: [Cl:1][C:2]1[CH:12]=[CH:11][C:5]2[CH2:6][CH2:7][NH:8][CH2:9][CH2:10][C:4]=2[C:3]=1[CH2:13][S:14][C:15]1[S:16][C:17]([NH:20][CH2:21][CH:22]2[CH2:24][CH2:23]2)=[N:18][N:19]=1.[C:25]([OH:32])(=[O:31])[CH2:26][CH2:27][C:28]([OH:30])=[O:29]. Product: [C:25]([OH:32])(=[O:31])[CH2:26][CH2:27][C:28]([OH:30])=[O:29].[Cl:1][C:2]1[CH:12]=[CH:11][C:5]2[CH2:6][CH2:7][NH:8][CH2:9][CH2:10][C:4]=2[C:3]=1[CH2:13][S:14][C:15]1[S:16][C:17]([NH:20][CH2:21][CH:22]2[CH2:24][CH2:23]2)=[N:18][N:19]=1. The catalyst class is: 8. (4) Reactant: [Cl:1][C:2]1[CH:7]=[CH:6][C:5]([S:8][C:9]2[N:13]([CH3:14])[C:12]([C:15]3[CH:20]=[CH:19][CH:18]=[CH:17][N:16]=3)=[N:11][C:10]=2[C:21]2[CH:26]=[CH:25][C:24]([C:27](=[O:31])[CH:28]([F:30])[F:29])=[CH:23][CH:22]=2)=[CH:4][CH:3]=1. Product: [Cl:1][C:2]1[CH:3]=[CH:4][C:5]([S:8][C:9]2[N:13]([CH3:14])[C:12]([C:15]3[CH:20]=[CH:19][CH:18]=[CH:17][N:16]=3)=[N:11][C:10]=2[C:21]2[CH:26]=[CH:25][C:24]([CH:27]([OH:31])[CH:28]([F:29])[F:30])=[CH:23][CH:22]=2)=[CH:6][CH:7]=1. The catalyst class is: 14. (5) Reactant: C([O:8][C:9]1[CH:14]=[CH:13][C:12]([C:15]2[O:16][C:17]3[C:22]([C:23](=[O:29])[C:24]=2[O:25][CH2:26][O:27][CH3:28])=[CH:21][CH:20]=[C:19]([O:30][CH2:31][O:32][CH3:33])[CH:18]=3)=[CH:11][C:10]=1[O:34][CH2:35][O:36][CH3:37])C1C=CC=CC=1. Product: [OH:8][C:9]1[CH:14]=[CH:13][C:12]([C:15]2[O:16][C:17]3[C:22]([C:23](=[O:29])[C:24]=2[O:25][CH2:26][O:27][CH3:28])=[CH:21][CH:20]=[C:19]([O:30][CH2:31][O:32][CH3:33])[CH:18]=3)=[CH:11][C:10]=1[O:34][CH2:35][O:36][CH3:37]. The catalyst class is: 19. (6) Reactant: Cl.[CH2:2]([C@@H:9]1[NH:14][CH2:13][CH2:12][N:11](C(OC(C)(C)C)=O)[CH2:10]1)[C:3]1[CH:8]=[CH:7][CH:6]=[CH:5][CH:4]=1. Product: [CH2:2]([C@H:9]1[CH2:10][NH:11][CH2:12][CH2:13][NH:14]1)[C:3]1[CH:8]=[CH:7][CH:6]=[CH:5][CH:4]=1. The catalyst class is: 2.